Dataset: Forward reaction prediction with 1.9M reactions from USPTO patents (1976-2016). Task: Predict the product of the given reaction. (1) Given the reactants [F:1][CH2:2][CH2:3][O:4][CH2:5][C:6]1[CH:7]=[CH:8][C:9]([NH2:13])=[N:10][C:11]=1[CH3:12].[F:14][C:15]([F:27])([F:26])[C:16]1[CH:17]=[C:18]([S:22](Cl)(=[O:24])=[O:23])[CH:19]=[CH:20][CH:21]=1, predict the reaction product. The product is: [F:1][CH2:2][CH2:3][O:4][CH2:5][C:6]1[CH:7]=[CH:8][C:9]([NH:13][S:22]([C:18]2[CH:19]=[CH:20][CH:21]=[C:16]([C:15]([F:14])([F:26])[F:27])[CH:17]=2)(=[O:24])=[O:23])=[N:10][C:11]=1[CH3:12]. (2) Given the reactants Cl[C:2]1[C:11]2[C:6](=[CH:7][C:8]([C:12]3[C:17]([C:18]([F:21])([F:20])[F:19])=[CH:16][CH:15]=[CH:14][N:13]=3)=[CH:9][CH:10]=2)[N:5]=[C:4]([CH3:22])[N:3]=1.[C:23]([C:27]1[CH:33]=[CH:32][C:30]([NH2:31])=[CH:29][CH:28]=1)([CH3:26])([CH3:25])[CH3:24], predict the reaction product. The product is: [C:23]([C:27]1[CH:28]=[CH:29][C:30]([NH:31][C:2]2[C:11]3[C:6](=[CH:7][C:8]([C:12]4[C:17]([C:18]([F:21])([F:20])[F:19])=[CH:16][CH:15]=[CH:14][N:13]=4)=[CH:9][CH:10]=3)[N:5]=[C:4]([CH3:22])[N:3]=2)=[CH:32][CH:33]=1)([CH3:26])([CH3:24])[CH3:25]. (3) Given the reactants [CH2:1]([C:3]1[CH:8]=[C:7]([OH:9])[CH:6]=[CH:5][C:4]=1[C:10]1[N:14]=[C:13]([C:15]2[CH:16]=[CH:17][C:18]([O:23][CH:24]([CH3:26])[CH3:25])=[C:19]([CH:22]=2)[C:20]#[N:21])[O:12][N:11]=1)[CH3:2].C(=O)([O-])[O-].[K+].[K+].[Br:33][CH2:34][CH2:35][CH2:36][CH2:37]Br, predict the reaction product. The product is: [Br:33][CH2:34][CH2:35][CH2:36][CH2:37][O:9][C:7]1[CH:6]=[CH:5][C:4]([C:10]2[N:14]=[C:13]([C:15]3[CH:16]=[CH:17][C:18]([O:23][CH:24]([CH3:25])[CH3:26])=[C:19]([CH:22]=3)[C:20]#[N:21])[O:12][N:11]=2)=[C:3]([CH2:1][CH3:2])[CH:8]=1.